Dataset: Catalyst prediction with 721,799 reactions and 888 catalyst types from USPTO. Task: Predict which catalyst facilitates the given reaction. (1) Reactant: [CH3:1][N:2]1[C:6]2[CH:7]=[CH:8][CH:9]=[CH:10][C:5]=2[N:4]=[C:3]1[O:11][C:12]1[CH:17]=[CH:16][C:15]([NH:18][C:19]2[C:24]([NH2:25])=[CH:23][N:22]=[CH:21][N:20]=2)=[CH:14][CH:13]=1.C1N=CN([C:31](N2C=NC=C2)=[O:32])C=1. Product: [CH3:1][N:2]1[C:6]2[CH:7]=[CH:8][CH:9]=[CH:10][C:5]=2[N:4]=[C:3]1[O:11][C:12]1[CH:17]=[CH:16][C:15]([N:18]2[C:31](=[O:32])[NH:25][C:24]3[C:19]2=[N:20][CH:21]=[N:22][CH:23]=3)=[CH:14][CH:13]=1. The catalyst class is: 1. (2) Product: [OH:1][C:2]1[CH:7]=[C:6]([CH3:8])[NH:13][C:4](=[O:5])[CH:3]=1. Reactant: [OH:1][C:2]1[CH:7]=[C:6]([CH3:8])[O:5][C:4](=O)[CH:3]=1.C(O)C.[NH3:13].C(Cl)(Cl)Cl. The catalyst class is: 28. (3) Reactant: [Br:1][C:2]1[CH:3]=[C:4]2[C:10]([C:11]([C:13]3[C:14]([F:27])=[C:15]([NH:20][S:21]([CH2:24][CH2:25][CH3:26])(=[O:23])=[O:22])[CH:16]=[CH:17][C:18]=3[F:19])=[O:12])=[CH:9][NH:8][C:5]2=[N:6][CH:7]=1.C1(C)C=CC=CC=1.C(N(C(C)C)CC)(C)C.[Cl:44][C:45]1[CH:53]=[CH:52][CH:51]=[C:50]([Cl:54])[C:46]=1[C:47](Cl)=[O:48]. Product: [Br:1][C:2]1[CH:3]=[C:4]2[C:10]([C:11]([C:13]3[C:14]([F:27])=[C:15]([NH:20][S:21]([CH2:24][CH2:25][CH3:26])(=[O:23])=[O:22])[CH:16]=[CH:17][C:18]=3[F:19])=[O:12])=[CH:9][N:8]([C:47](=[O:48])[C:46]3[C:45]([Cl:44])=[CH:53][CH:52]=[CH:51][C:50]=3[Cl:54])[C:5]2=[N:6][CH:7]=1. The catalyst class is: 119. (4) Reactant: [CH3:1][N:2]1[CH:6]=[CH:5][C:4]([C:7]2[CH:8]=[N:9][NH:10][C:11]=2[NH2:12])=[N:3]1.[Cl:13][C:14]1[CH:19]=[CH:18][C:17]([C:20](=O)[CH2:21][C:22](OCC)=[O:23])=[CH:16][C:15]=1[O:28][CH2:29][C:30]([F:33])([F:32])[F:31].CC1C=CC(S(O)(=O)=O)=CC=1. Product: [Cl:13][C:14]1[CH:19]=[CH:18][C:17]([C:20]2[NH:12][C:11]3[N:10]([N:9]=[CH:8][C:7]=3[C:4]3[CH:5]=[CH:6][N:2]([CH3:1])[N:3]=3)[C:22](=[O:23])[CH:21]=2)=[CH:16][C:15]=1[O:28][CH2:29][C:30]([F:31])([F:33])[F:32]. The catalyst class is: 114. (5) Reactant: [CH3:1][O:2][C:3]1[CH:4]=[C:5]([CH:24]=[C:25]([O:27][CH3:28])[CH:26]=1)[CH2:6][NH:7][C@@H:8]([CH3:23])[C@@H:9]([C:11]1[CH:12]=[CH:13][C:14]([OH:22])=[C:15]([NH:17][S:18]([CH3:21])(=[O:20])=[O:19])[CH:16]=1)[OH:10].[ClH:29].O1CCOCC1. Product: [ClH:29].[CH3:1][O:2][C:3]1[CH:4]=[C:5]([CH:24]=[C:25]([O:27][CH3:28])[CH:26]=1)[CH2:6][NH:7][C@@H:8]([CH3:23])[C@@H:9]([C:11]1[CH:12]=[CH:13][C:14]([OH:22])=[C:15]([NH:17][S:18]([CH3:21])(=[O:20])=[O:19])[CH:16]=1)[OH:10]. The catalyst class is: 12. (6) Reactant: C([O:3][C:4]([C:6]1[S:10][C:9]([C:11]#[C:12][C:13]2[CH:18]=[CH:17][CH:16]=[CH:15][CH:14]=2)=[N:8][CH:7]=1)=[O:5])C.[OH-].[Li+].O1CCCC1. Product: [C:13]1([C:12]#[C:11][C:9]2[S:10][C:6]([C:4]([OH:5])=[O:3])=[CH:7][N:8]=2)[CH:18]=[CH:17][CH:16]=[CH:15][CH:14]=1. The catalyst class is: 6.